From a dataset of Full USPTO retrosynthesis dataset with 1.9M reactions from patents (1976-2016). Predict the reactants needed to synthesize the given product. (1) The reactants are: [CH:1]([N:4]1[C:12]2[CH:11]=[CH:10][N:9]=[CH:8][C:7]=2[C:6]([C:13]([C:15]2[CH:16]=[C:17]([N:23](C(OC(C)(C)C)=O)C(OC(C)(C)C)=O)[C:18]([O:21][CH3:22])=[N:19][CH:20]=2)=[O:14])=[CH:5]1)([CH3:3])[CH3:2].C(O)(C(F)(F)F)=O.C([O-])(O)=O.[Na+]. Given the product [NH2:23][C:17]1[CH:16]=[C:15]([C:13]([C:6]2[C:7]3[CH:8]=[N:9][CH:10]=[CH:11][C:12]=3[N:4]([CH:1]([CH3:3])[CH3:2])[CH:5]=2)=[O:14])[CH:20]=[N:19][C:18]=1[O:21][CH3:22], predict the reactants needed to synthesize it. (2) Given the product [F:16][C:17]([F:24])([F:23])[S:18]([O-:21])(=[O:20])=[O:19].[C:14]([C:12]1[N+:11]([CH3:17])=[CH:10][N:9]([C:4]2[CH:5]=[C:6]([CH3:8])[CH:7]=[C:2]([CH3:1])[CH:3]=2)[CH:13]=1)#[N:15], predict the reactants needed to synthesize it. The reactants are: [CH3:1][C:2]1[CH:3]=[C:4]([N:9]2[CH:13]=[C:12]([C:14]#[N:15])[N:11]=[CH:10]2)[CH:5]=[C:6]([CH3:8])[CH:7]=1.[F:16][C:17]([F:24])([F:23])[S:18]([O:21]C)(=[O:20])=[O:19]. (3) Given the product [Cl:1][C:2]1[CH:3]=[C:4]2[C:8](=[CH:9][CH:10]=1)[NH:7][C:6]([C:11]([N:30]([O:31][CH3:32])[CH3:29])=[O:13])=[CH:5]2, predict the reactants needed to synthesize it. The reactants are: [Cl:1][C:2]1[CH:3]=[C:4]2[C:8](=[CH:9][CH:10]=1)[NH:7][C:6]([C:11]([OH:13])=O)=[CH:5]2.C(Cl)CCl.C1C=CC2N(O)N=NC=2C=1.Cl.[CH3:29][NH:30][O:31][CH3:32].CCN(C(C)C)C(C)C.C(=O)(O)[O-].[Na+]. (4) Given the product [O:14]=[C:11]1[N:10]([C:15]2[CH:16]=[CH:17][CH:18]=[CH:19][CH:20]=2)[CH:9]=[C:8]([C:6]([OH:7])=[O:5])[CH:13]=[CH:12]1, predict the reactants needed to synthesize it. The reactants are: O.[OH-].[Li+].C[O:5][C:6]([C:8]1[CH:13]=[CH:12][C:11](=[O:14])[N:10]([C:15]2[CH:20]=[CH:19][CH:18]=[CH:17][CH:16]=2)[CH:9]=1)=[O:7].O1CCCC1. (5) Given the product [Cl:1][C:2]1[CH:3]=[C:4]([CH2:23][C:24]([NH:32][S:29]([C:28]([F:34])([F:33])[F:27])(=[O:31])=[O:30])=[O:25])[CH:5]=[C:6]([O:8][C:9]2[CH:14]=[CH:13][C:12]([S:15]([CH3:18])(=[O:17])=[O:16])=[CH:11][C:10]=2[C:19]([F:21])([F:20])[F:22])[CH:7]=1, predict the reactants needed to synthesize it. The reactants are: [Cl:1][C:2]1[CH:3]=[C:4]([CH2:23][C:24](O)=[O:25])[CH:5]=[C:6]([O:8][C:9]2[CH:14]=[CH:13][C:12]([S:15]([CH3:18])(=[O:17])=[O:16])=[CH:11][C:10]=2[C:19]([F:22])([F:21])[F:20])[CH:7]=1.[F:27][C:28]([F:34])([F:33])[S:29]([NH2:32])(=[O:31])=[O:30].CCN(C(C)C)C(C)C.CN(C(ON1N=NC2C=CC=NC1=2)=[N+](C)C)C.F[P-](F)(F)(F)(F)F. (6) Given the product [CH2:37]([O:36][C:33](=[O:35])[CH2:34][C:14](=[O:31])[CH2:15][CH:16]1[CH2:20][CH2:19][CH2:18][N:17]1[C:21]([O:23][CH2:24][C:25]1[CH:30]=[CH:29][CH:28]=[CH:27][CH:26]=1)=[O:22])[CH3:38], predict the reactants needed to synthesize it. The reactants are: [Li]CCCC.C(NC(C)C)(C)C.Cl[C:14](=[O:31])[CH2:15][CH:16]1[CH2:20][CH2:19][CH2:18][N:17]1[C:21]([O:23][CH2:24][C:25]1[CH:30]=[CH:29][CH:28]=[CH:27][CH:26]=1)=[O:22].Cl.[C:33]([O:36][CH2:37][CH3:38])(=[O:35])[CH3:34]. (7) Given the product [Br:1][C:2]1[CH:7]=[CH:6][C:5]([C@H:8]([NH2:10])[CH3:9])=[CH:4][CH:3]=1, predict the reactants needed to synthesize it. The reactants are: [Br:1][C:2]1[CH:7]=[CH:6][C:5]([C@H:8]([NH:10]C(=O)C(F)(F)F)[CH3:9])=[CH:4][CH:3]=1.[OH-].[Na+].